From a dataset of NCI-60 drug combinations with 297,098 pairs across 59 cell lines. Regression. Given two drug SMILES strings and cell line genomic features, predict the synergy score measuring deviation from expected non-interaction effect. Drug 1: CN(CCCl)CCCl.Cl. Drug 2: CC1C(C(CC(O1)OC2CC(CC3=C2C(=C4C(=C3O)C(=O)C5=CC=CC=C5C4=O)O)(C(=O)C)O)N)O. Cell line: UO-31. Synergy scores: CSS=59.5, Synergy_ZIP=-9.33, Synergy_Bliss=-4.04, Synergy_Loewe=-2.57, Synergy_HSA=-0.412.